Dataset: Full USPTO retrosynthesis dataset with 1.9M reactions from patents (1976-2016). Task: Predict the reactants needed to synthesize the given product. (1) Given the product [CH3:11][O:12][C:8](=[O:10])[C@@H:2]([NH:1][C:24]([O:23][C:19]([CH3:22])([CH3:21])[CH3:20])=[O:25])[CH2:3][CH2:4][C:5]([O:7][CH3:13])=[O:6], predict the reactants needed to synthesize it. The reactants are: [NH2:1][C@H:2]([C:8]([OH:10])=O)[CH2:3][CH2:4][C:5]([OH:7])=[O:6].[CH3:11][OH:12].[C:13]([O-])([O-])=O.[Na+].[Na+].[C:19]([O:23][C:24](O[C:24]([O:23][C:19]([CH3:22])([CH3:21])[CH3:20])=[O:25])=[O:25])([CH3:22])([CH3:21])[CH3:20]. (2) Given the product [C:45]([CH2:44][CH2:43][O:42][C:37]1[CH:36]=[C:35]([CH:40]=[CH:39][C:38]=1[CH3:41])[CH2:34][O:33][CH:18]1[CH:17]([C:14]2[CH:13]=[CH:12][C:11]([O:10][CH2:9][CH2:8][CH2:7][O:6][CH2:5][C:4]3[CH:49]=[CH:50][CH:51]=[CH:52][C:3]=3[O:2][CH3:1])=[CH:16][CH:15]=2)[CH2:22][CH2:21][N:20]([C:23]([O:25][CH2:26][C:27]2[CH:28]=[CH:29][CH:30]=[CH:31][CH:32]=2)=[O:24])[CH2:19]1)([OH:47])=[O:46], predict the reactants needed to synthesize it. The reactants are: [CH3:1][O:2][C:3]1[CH:52]=[CH:51][CH:50]=[CH:49][C:4]=1[CH2:5][O:6][CH2:7][CH2:8][CH2:9][O:10][C:11]1[CH:16]=[CH:15][C:14]([CH:17]2[CH2:22][CH2:21][N:20]([C:23]([O:25][CH2:26][C:27]3[CH:32]=[CH:31][CH:30]=[CH:29][CH:28]=3)=[O:24])[CH2:19][CH:18]2[O:33][CH2:34][C:35]2[CH:40]=[CH:39][C:38]([CH3:41])=[C:37]([O:42][CH2:43][CH2:44][C:45]([O:47]C)=[O:46])[CH:36]=2)=[CH:13][CH:12]=1.C(OC(C)C)(C)C.P([O-])([O-])([O-])=O.